From a dataset of Full USPTO retrosynthesis dataset with 1.9M reactions from patents (1976-2016). Predict the reactants needed to synthesize the given product. (1) Given the product [C:1]([O:5][C:6]([N:8]1[CH2:9][CH2:10][CH:11]([CH2:14][O:15][CH2:16][C:17]2[O:18][C:19]3[CH:25]=[CH:24][C:23]([S:26]([CH3:27])=[O:36])=[CH:22][C:20]=3[CH:21]=2)[CH2:12][CH2:13]1)=[O:7])([CH3:4])([CH3:3])[CH3:2], predict the reactants needed to synthesize it. The reactants are: [C:1]([O:5][C:6]([N:8]1[CH2:13][CH2:12][CH:11]([CH2:14][O:15][CH2:16][C:17]2[O:18][C:19]3[CH:25]=[CH:24][C:23]([S:26][CH3:27])=[CH:22][C:20]=3[CH:21]=2)[CH2:10][CH2:9]1)=[O:7])([CH3:4])([CH3:3])[CH3:2].C1C=C(Cl)C=C(C(OO)=[O:36])C=1.C([O-])(O)=O.[Na+]. (2) Given the product [Cl:1][C:2]1[CH:7]=[CH:6][C:5]([S:8][C:9]2[N:13]([CH3:14])[C:12]([C:15]3[CH:20]=[CH:19][CH:18]=[CH:17][N:16]=3)=[N:11][C:10]=2[C:21]2[CH:22]=[CH:23][C:24]([C:25]3[O:26][C:31](=[S:32])[NH:28][N:27]=3)=[CH:29][CH:30]=2)=[CH:4][CH:3]=1, predict the reactants needed to synthesize it. The reactants are: [Cl:1][C:2]1[CH:7]=[CH:6][C:5]([S:8][C:9]2[N:13]([CH3:14])[C:12]([C:15]3[CH:20]=[CH:19][CH:18]=[CH:17][N:16]=3)=[N:11][C:10]=2[C:21]2[CH:30]=[CH:29][C:24]([C:25]([NH:27][NH2:28])=[O:26])=[CH:23][CH:22]=2)=[CH:4][CH:3]=1.[C:31](N1C=CN=C1)(N1C=CN=C1)=[S:32].C(N(CC)CC)C.